From a dataset of Reaction yield outcomes from USPTO patents with 853,638 reactions. Predict the reaction yield, written as a fraction of the theoretical maximum amount of product (1.0 means a 100% yield; for example, 0.34 means a 34% yield). (1) The reactants are [Cl:1][C:2]1[CH:3]=[C:4]([OH:9])[CH:5]=[CH:6][C:7]=1[Cl:8].Cl[C:11]1[C:16]([CH3:17])=[CH:15][C:14]([N+:18]([O-:20])=[O:19])=[C:13]([CH3:21])[CH:12]=1.C(=O)([O-])[O-].[K+].[K+]. The catalyst is CN(C)C=O. The product is [Cl:1][C:2]1[CH:3]=[C:4]([CH:5]=[CH:6][C:7]=1[Cl:8])[O:9][C:11]1[C:16]([CH3:17])=[CH:15][C:14]([N+:18]([O-:20])=[O:19])=[C:13]([CH3:21])[CH:12]=1. The yield is 0.980. (2) The reactants are [N+:1]([C:4]1[CH:10]=[CH:9][CH:8]=[CH:7][C:5]=1[NH2:6])([O-:3])=[O:2].[Br-].[K+].Cl[CH2:14][CH2:15][CH2:16][CH2:17][O:18][CH3:19].[OH-].[Na+]. The catalyst is [Br-].C([N+](CCCC)(CCCC)CCCC)CCC.C1(C)C=CC=CC=1. The product is [CH3:19][O:18][CH2:17][CH2:16][CH2:15][CH2:14][NH:6][C:5]1[CH:7]=[CH:8][CH:9]=[CH:10][C:4]=1[N+:1]([O-:3])=[O:2]. The yield is 1.00. (3) The reactants are [CH2:1]([O:8][N:9]([C:44]([O:46][C:47]([CH3:50])([CH3:49])[CH3:48])=[O:45])[C@H:10]1[CH2:15][N:14]([C:16]([O:18][CH2:19][CH:20]2[C:32]3[CH:31]=[CH:30][CH:29]=[CH:28][C:27]=3[C:26]3[C:21]2=[CH:22][CH:23]=[CH:24][CH:25]=3)=[O:17])[CH:13]([C:33]#[N:34])[C:12]([CH2:35][O:36][Si:37]([C:40]([CH3:43])([CH3:42])[CH3:41])([CH3:39])[CH3:38])=[CH:11]1)[C:2]1[CH:7]=[CH:6][CH:5]=[CH:4][CH:3]=1.C(=N[OH:54])C. The catalyst is CO.[Cu](Cl)Cl. The product is [CH2:1]([O:8][N:9]([C:44]([O:46][C:47]([CH3:50])([CH3:49])[CH3:48])=[O:45])[C@H:10]1[CH2:15][N:14]([C:16]([O:18][CH2:19][CH:20]2[C:21]3[CH:22]=[CH:23][CH:24]=[CH:25][C:26]=3[C:27]3[C:32]2=[CH:31][CH:30]=[CH:29][CH:28]=3)=[O:17])[CH:13]([C:33](=[O:54])[NH2:34])[C:12]([CH2:35][O:36][Si:37]([C:40]([CH3:41])([CH3:42])[CH3:43])([CH3:39])[CH3:38])=[CH:11]1)[C:2]1[CH:7]=[CH:6][CH:5]=[CH:4][CH:3]=1. The yield is 0.890. (4) The reactants are Br[C:2]1[CH:7]=[CH:6][CH:5]=[CH:4][N:3]=1.[CH2:8]([N:12]1[N:16]=[C:15]2[CH:17]=[CH:18][C:19]([CH3:22])=[C:20]([CH3:21])[C:14]2=[N:13]1)[CH2:9][C:10]#[CH:11]. No catalyst specified. The product is [CH3:21][C:20]1[C:14]2[C:15](=[N:16][N:12]([CH2:8][CH2:9][C:10]#[C:11][C:2]3[CH:7]=[CH:6][CH:5]=[CH:4][N:3]=3)[N:13]=2)[CH:17]=[CH:18][C:19]=1[CH3:22]. The yield is 0.630. (5) The reactants are FC(F)(F)C(O)=O.FC(F)(F)C(O)=O.FC(F)(F)C(O)=O.[NH:22]1[CH2:25][CH:24]([C:26]2[C:27]([C:32]3[CH:41]=[CH:40][C:35]([C:36]([NH:38][CH3:39])=[O:37])=[C:34]([F:42])[CH:33]=3)=[N:28][CH:29]=[CH:30][N:31]=2)[CH2:23]1.C(=O)([O-])[O-].[K+].[K+].FC(F)(F)S(O[C:55]1[CH:64]=[CH:63][C:62]2[C:57](=[CH:58][C:59]([F:65])=[CH:60][CH:61]=2)[N:56]=1)(=O)=O.N1CCC1. The catalyst is O.CS(C)=O. The product is [F:42][C:34]1[CH:33]=[C:32]([C:27]2[C:26]([CH:24]3[CH2:23][N:22]([C:55]4[CH:64]=[CH:63][C:62]5[C:57](=[CH:58][C:59]([F:65])=[CH:60][CH:61]=5)[N:56]=4)[CH2:25]3)=[N:31][CH:30]=[CH:29][N:28]=2)[CH:41]=[CH:40][C:35]=1[C:36]([NH:38][CH3:39])=[O:37]. The yield is 0.780. (6) The reactants are F[C:2]1[N:7]=[C:6]([C:8]2[C:16]3[C:11](=[CH:12][N:13]=[C:14]([C:17]4[CH:18]=[N:19][N:20]([CH3:22])[CH:21]=4)[CH:15]=3)[N:10](C3CCCCO3)[N:9]=2)[CH:5]=[CH:4][CH:3]=1.[NH:29]1[CH2:34][CH2:33][CH:32]([NH:35]C(=O)OC(C)(C)C)[CH2:31][CH2:30]1. No catalyst specified. The product is [CH3:22][N:20]1[CH:21]=[C:17]([C:14]2[CH:15]=[C:16]3[C:8]([C:6]4[N:7]=[C:2]([N:29]5[CH2:34][CH2:33][CH:32]([NH2:35])[CH2:31][CH2:30]5)[CH:3]=[CH:4][CH:5]=4)=[N:9][NH:10][C:11]3=[CH:12][N:13]=2)[CH:18]=[N:19]1. The yield is 0.368. (7) The reactants are [F:1][C:2]1[CH:31]=[CH:30][C:5]([CH2:6][N:7]2[C:11]3=[CH:12][N:13]=[C:14]([C:20]([NH:22][O:23][CH:24]4[CH2:29][CH2:28][CH2:27][CH2:26][O:25]4)=[O:21])[C:15]([CH2:16][CH2:17][CH2:18]O)=[C:10]3[CH:9]=[CH:8]2)=[CH:4][CH:3]=1.C1C=CC(P(C2C=CC=CC=2)C2C=CC=CC=2)=CC=1.CC(OC(/N=N/C(OC(C)C)=O)=O)C. The catalyst is C1COCC1. The product is [F:1][C:2]1[CH:31]=[CH:30][C:5]([CH2:6][N:7]2[C:11]3=[CH:12][N:13]=[C:14]4[C:15]([CH2:16][CH2:17][CH2:18][N:22]([O:23][CH:24]5[CH2:29][CH2:28][CH2:27][CH2:26][O:25]5)[C:20]4=[O:21])=[C:10]3[CH:9]=[CH:8]2)=[CH:4][CH:3]=1. The yield is 0.130. (8) The reactants are [C:1]([O:5][C:6]([N:8]1[C:16]2[C:11](=[CH:12][C:13]([N:17]([C:19](=[O:26])[C:20]3[CH:25]=[CH:24][CH:23]=[CH:22][CH:21]=3)[CH3:18])=[CH:14][CH:15]=2)[CH2:10][CH2:9]1)=[O:7])([CH3:4])([CH3:3])[CH3:2]. The catalyst is C1(C)C=CC=CC=1.O=[Mn]=O. The product is [C:1]([O:5][C:6]([N:8]1[C:16]2[C:11](=[CH:12][C:13]([N:17]([C:19](=[O:26])[C:20]3[CH:21]=[CH:22][CH:23]=[CH:24][CH:25]=3)[CH3:18])=[CH:14][CH:15]=2)[CH:10]=[CH:9]1)=[O:7])([CH3:4])([CH3:2])[CH3:3]. The yield is 0.750. (9) The reactants are [F:1][C:2]1[CH:17]=[CH:16][C:5]2[N:6]([CH2:11][C@H:12]([CH3:15])[CH2:13]I)[C:7](=[O:10])[CH2:8][O:9][C:4]=2[CH:3]=1.[CH2:18]([O:21][CH:22]1[CH2:27][CH2:26][NH:25][CH2:24][CH2:23]1)[CH2:19][CH3:20]. The catalyst is CCCCCCC.CCOC(C)=O. The product is [F:1][C:2]1[CH:17]=[CH:16][C:5]2[N:6]([CH2:11][C@H:12]([CH3:15])[CH2:13][N:25]3[CH2:26][CH2:27][CH:22]([O:21][CH2:18][CH2:19][CH3:20])[CH2:23][CH2:24]3)[C:7](=[O:10])[CH2:8][O:9][C:4]=2[CH:3]=1. The yield is 0.710. (10) The reactants are [CH2:1]([N:4]1[C:9](=[O:10])[N:8]2[CH:11]=[N:12][C:13]([C:14]3[NH:15][C:16]([C:19]4[S:20][CH:21]=[CH:22][CH:23]=4)=[CH:17][N:18]=3)=[C:7]2[N:6]=[N:5]1)[C:2]#[CH:3].[H-].[Na+].[CH3:26]I. The catalyst is CN(C=O)C. The product is [CH3:26][N:18]1[CH:17]=[C:16]([C:19]2[S:20][CH:21]=[CH:22][CH:23]=2)[N:15]=[C:14]1[C:13]1[N:12]=[CH:11][N:8]2[C:9](=[O:10])[N:4]([CH2:1][C:2]#[CH:3])[N:5]=[N:6][C:7]=12. The yield is 0.900.